From a dataset of Catalyst prediction with 721,799 reactions and 888 catalyst types from USPTO. Predict which catalyst facilitates the given reaction. (1) Reactant: [CH3:1][CH:2]([CH2:4][C:5]1[C:13]2[C:8](=[CH:9][CH:10]=[CH:11][CH:12]=2)[NH:7][CH:6]=1)[NH2:3].[C:14]1([CH3:26])[CH:19]=[C:18]([CH3:20])[CH:17]=[C:16]([CH3:21])[C:15]=1[S:22](Cl)(=[O:24])=[O:23].C(N(CC)CC)C. Product: [NH:7]1[C:8]2[C:13](=[CH:12][CH:11]=[CH:10][CH:9]=2)[C:5]([CH2:4][CH:2]([NH:3][S:22]([C:15]2[C:16]([CH3:21])=[CH:17][C:18]([CH3:20])=[CH:19][C:14]=2[CH3:26])(=[O:24])=[O:23])[CH3:1])=[CH:6]1. The catalyst class is: 2. (2) Reactant: [H-].[Na+].[SH:3][CH2:4][C:5]([O:7][CH2:8][CH3:9])=[O:6].[Br:10][C:11]1[CH:18]=[CH:17][C:14]([CH:15]=O)=[C:13](F)[CH:12]=1. Product: [CH2:8]([O:7][C:5]([C:4]1[S:3][C:13]2[CH:12]=[C:11]([Br:10])[CH:18]=[CH:17][C:14]=2[CH:15]=1)=[O:6])[CH3:9]. The catalyst class is: 16. (3) Reactant: Br[C:2]1[CH:3]=[C:4]([S:8]([N:11]2[CH2:16][CH2:15][N:14]([C:17]([C:19]3[CH:24]=[CH:23][CH:22]=[CH:21][CH:20]=3)=[O:18])[CH2:13][CH:12]2[CH3:25])(=[O:10])=[O:9])[CH:5]=[CH:6][CH:7]=1.[NH:26]1[CH:30]=[CH:29][N:28]=[N:27]1.[OH-].[K+].CO.C(Cl)(Cl)Cl. Product: [CH3:25][CH:12]1[N:11]([S:8]([C:4]2[CH:5]=[CH:6][CH:7]=[C:2]([N:26]3[CH:30]=[CH:29][N:28]=[N:27]3)[CH:3]=2)(=[O:10])=[O:9])[CH2:16][CH2:15][N:14]([C:17]([C:19]2[CH:24]=[CH:23][CH:22]=[CH:21][CH:20]=2)=[O:18])[CH2:13]1. The catalyst class is: 2. (4) Reactant: F[C:2]1[CH:7]=[CH:6][C:5]([NH:8][C:9](=[O:16])[C:10]2[CH:15]=[CH:14][CH:13]=[CH:12][CH:11]=2)=[CH:4][C:3]=1[N+:17]([O-:19])=[O:18].[C:20]([NH:27][C:28]1[CH:33]=[CH:32][C:31]([OH:34])=[CH:30][CH:29]=1)([O:22][C:23]([CH3:26])([CH3:25])[CH3:24])=[O:21].[OH-].[K+].O. Product: [C:23]([O:22][C:20](=[O:21])[NH:27][C:28]1[CH:29]=[CH:30][C:31]([O:34][C:2]2[CH:7]=[CH:6][C:5]([NH:8][C:9](=[O:16])[C:10]3[CH:15]=[CH:14][CH:13]=[CH:12][CH:11]=3)=[CH:4][C:3]=2[N+:17]([O-:19])=[O:18])=[CH:32][CH:33]=1)([CH3:26])([CH3:24])[CH3:25]. The catalyst class is: 16. (5) Reactant: [F:1][C:2]1[CH:10]=[CH:9][CH:8]=[C:7]2[C:3]=1[CH2:4][N:5]([C:11]([O:13][C@H:14]1[CH2:31][N:30]3[C@H:16]([C:17](=[O:51])[NH:18][C@:19]4([C:42](=[O:50])[NH:43][S:44]([CH:47]5[CH2:49][CH2:48]5)(=[O:46])=[O:45])[CH2:41][C@H:20]4[CH:21]=[CH:22][CH2:23][O:24][CH2:25][CH2:26][CH2:27][C@H:28]([NH:33][C:34]([O:36][C:37]([CH3:40])([CH3:39])[CH3:38])=[O:35])[C:29]3=[O:32])[CH2:15]1)=[O:12])[CH2:6]2.[H][H].O.S([O-])(O)(=O)=O.[K+]. Product: [F:1][C:2]1[CH:10]=[CH:9][CH:8]=[C:7]2[C:3]=1[CH2:4][N:5]([C:11]([O:13][C@H:14]1[CH2:31][N:30]3[C@H:16]([C:17](=[O:51])[NH:18][C@:19]4([C:42](=[O:50])[NH:43][S:44]([CH:47]5[CH2:49][CH2:48]5)(=[O:45])=[O:46])[CH2:41][C@H:20]4[CH2:21][CH2:22][CH2:23][O:24][CH2:25][CH2:26][CH2:27][C@H:28]([NH:33][C:34]([O:36][C:37]([CH3:39])([CH3:40])[CH3:38])=[O:35])[C:29]3=[O:32])[CH2:15]1)=[O:12])[CH2:6]2. The catalyst class is: 13. (6) Product: [CH2:45]([N:42]1[C:43]([CH3:44])=[C:39]([C:32]2[N:33]([CH3:38])[C:34]3[C:30]([N:31]=2)=[C:29]([N:3]2[CH2:4][CH2:5][CH:6]([N:9]4[C:17]5[C:12](=[N:13][CH:14]=[CH:15][CH:16]=5)[NH:11][C:10]4=[O:18])[CH2:7][CH2:8]2)[N:37]=[CH:36][N:35]=3)[CH:40]=[N:41]1)[CH3:46]. Reactant: Cl.Cl.[NH:3]1[CH2:8][CH2:7][CH:6]([N:9]2[C:17]3[C:12](=[N:13][CH:14]=[CH:15][CH:16]=3)[NH:11][C:10]2=[O:18])[CH2:5][CH2:4]1.C(N(C(C)C)CC)(C)C.Cl[C:29]1[N:37]=[CH:36][N:35]=[C:34]2[C:30]=1[N:31]=[C:32]([C:39]1[CH:40]=[N:41][N:42]([CH2:45][CH3:46])[C:43]=1[CH3:44])[N:33]2[CH3:38]. The catalyst class is: 8. (7) Reactant: Br[C:2]1[C:8]([C:9]([F:12])([F:11])[F:10])=[CH:7][C:5]([NH2:6])=[CH:4][C:3]=1[Cl:13].C(=O)([O-])[O-].[Na+].[Na+].CC1(C)C(C)(C)OB([C:28]2[CH:33]=[CH:32][C:31]([S:34]([CH2:37][CH:38]3[CH2:43][CH2:42][N:41]([C:44]([O:46][C:47]([CH3:50])([CH3:49])[CH3:48])=[O:45])[CH2:40][CH2:39]3)(=[O:36])=[O:35])=[CH:30][CH:29]=2)O1.O. Product: [NH2:6][C:5]1[CH:7]=[C:8]([C:9]([F:12])([F:11])[F:10])[C:2]([C:28]2[CH:33]=[CH:32][C:31]([S:34]([CH2:37][CH:38]3[CH2:39][CH2:40][N:41]([C:44]([O:46][C:47]([CH3:50])([CH3:49])[CH3:48])=[O:45])[CH2:42][CH2:43]3)(=[O:36])=[O:35])=[CH:30][CH:29]=2)=[C:3]([Cl:13])[CH:4]=1. The catalyst class is: 564. (8) Reactant: [C:1]([OH:5])(=[O:4])[CH:2]=[O:3].[F:6][C:7]([F:20])([F:19])[C:8]1[CH:18]=[CH:17][CH:16]=[CH:15][C:9]=1[CH2:10][NH:11][CH2:12][CH2:13]O.O. Product: [OH:4][CH:1]1[O:5][CH2:13][CH2:12][N:11]([CH2:10][C:9]2[CH:15]=[CH:16][CH:17]=[CH:18][C:8]=2[C:7]([F:6])([F:19])[F:20])[C:2]1=[O:3]. The catalyst class is: 7.